This data is from Catalyst prediction with 721,799 reactions and 888 catalyst types from USPTO. The task is: Predict which catalyst facilitates the given reaction. (1) Reactant: Cl.[CH3:2][O:3][C:4](=[O:14])[C@@H:5]([NH2:13])[CH2:6][CH:7]1[CH2:12][CH2:11][CH2:10][CH2:9][CH2:8]1.C[O:16][C:17](=O)[C:18]1[CH:23]=[CH:22][CH:21]=[C:20]([F:24])[C:19]=1[CH2:25]Br.C(N(CC)CC)C. Product: [CH3:2][O:3][C:4](=[O:14])[C@@H:5]([N:13]1[CH2:25][C:19]2[C:18](=[CH:23][CH:22]=[CH:21][C:20]=2[F:24])[C:17]1=[O:16])[CH2:6][CH:7]1[CH2:12][CH2:11][CH2:10][CH2:9][CH2:8]1. The catalyst class is: 47. (2) Reactant: Cl[S:2]([C:5]1[CH:6]=[C:7]2[C:11](=[CH:12][CH:13]=1)[NH:10][C:9](=[O:14])[CH2:8]2)(=[O:4])=[O:3].[NH2:15][C:16]1[CH:21]=[CH:20][CH:19]=[CH:18][CH:17]=1.N1C=CC=CC=1.C(OCC)(=O)C. Product: [C:16]1([NH:15][S:2]([C:5]2[CH:6]=[C:7]3[C:11](=[CH:12][CH:13]=2)[NH:10][C:9](=[O:14])[CH2:8]3)(=[O:4])=[O:3])[CH:21]=[CH:20][CH:19]=[CH:18][CH:17]=1. The catalyst class is: 646. (3) Reactant: Cl.[F:2][C:3]([F:16])([F:15])[C:4]1[CH:14]=[CH:13][C:7]([CH2:8][NH:9][CH:10]2[CH2:12][CH2:11]2)=[CH:6][CH:5]=1.[F:17][C:18]1[N:22]([CH3:23])[N:21]=[C:20]([CH3:24])[C:19]=1[C:25](Cl)=[O:26]. Product: [F:2][C:3]([F:15])([F:16])[C:4]1[CH:14]=[CH:13][C:7]([CH2:8][N:9]([CH:10]2[CH2:11][CH2:12]2)[C:25]([C:19]2[C:20]([CH3:24])=[N:21][N:22]([CH3:23])[C:18]=2[F:17])=[O:26])=[CH:6][CH:5]=1. The catalyst class is: 11. (4) Reactant: I[CH2:2][CH2:3][CH3:4].[CH:5]1([NH:8][C:9](=[O:34])[C:10]2[CH:15]=[CH:14][C:13]([CH3:16])=[C:12]([N:17]3[C:26](=[O:27])[C:25]4[C:20](=[CH:21][CH:22]=[C:23]([N:28]5[CH2:33][CH2:32][NH:31][CH2:30][CH2:29]5)[CH:24]=4)[N:19]=[CH:18]3)[CH:11]=2)[CH2:7][CH2:6]1.C(=O)([O-])[O-].[K+].[K+].O. Product: [CH:5]1([NH:8][C:9](=[O:34])[C:10]2[CH:15]=[CH:14][C:13]([CH3:16])=[C:12]([N:17]3[C:26](=[O:27])[C:25]4[C:20](=[CH:21][CH:22]=[C:23]([N:28]5[CH2:29][CH2:30][N:31]([CH2:2][CH2:3][CH3:4])[CH2:32][CH2:33]5)[CH:24]=4)[N:19]=[CH:18]3)[CH:11]=2)[CH2:7][CH2:6]1. The catalyst class is: 44.